This data is from Full USPTO retrosynthesis dataset with 1.9M reactions from patents (1976-2016). The task is: Predict the reactants needed to synthesize the given product. (1) Given the product [C:35]1([C:34]([N:3]2[CH2:8][CH2:7][CH:6]([O:9][C:10]3[CH:15]=[CH:14][CH:13]=[CH:12][C:11]=3[C:16]3[CH:21]=[CH:20][N:19]=[CH:18][CH:17]=3)[CH2:5][CH2:4]2)=[O:41])[CH:40]=[CH:39][CH:38]=[CH:37][CH:36]=1, predict the reactants needed to synthesize it. The reactants are: Cl.Cl.[NH:3]1[CH2:8][CH2:7][CH:6]([O:9][C:10]2[CH:15]=[CH:14][CH:13]=[CH:12][C:11]=2[C:16]2[CH:21]=[CH:20][N:19]=[CH:18][CH:17]=2)[CH2:5][CH2:4]1.C(N(CC)CC)C.CN(C=O)C.[C:34](Cl)(=[O:41])[C:35]1[CH:40]=[CH:39][CH:38]=[CH:37][CH:36]=1. (2) Given the product [CH3:72][S:73]([O:1][CH2:2][CH2:3][CH2:4][N:5]1[C:9]2=[N:10][CH:11]=[CH:12][C:13]([CH2:14][CH2:15][C:16]3[CH:17]=[CH:18][C:19]([O:22][C:23](=[O:28])[C:24]([CH3:27])([CH3:26])[CH3:25])=[CH:20][CH:21]=3)=[C:8]2[C:7]([O:29][C@@H:30]2[O:56][C@H:55]([CH2:57][O:58][C:59](=[O:64])[C:60]([CH3:63])([CH3:62])[CH3:61])[C@@H:47]([O:48][C:49](=[O:54])[C:50]([CH3:53])([CH3:52])[CH3:51])[C@H:39]([O:40][C:41](=[O:46])[C:42]([CH3:43])([CH3:44])[CH3:45])[C@H:31]2[O:32][C:33](=[O:38])[C:34]([CH3:37])([CH3:35])[CH3:36])=[N:6]1)(=[O:75])=[O:74], predict the reactants needed to synthesize it. The reactants are: [OH:1][CH2:2][CH2:3][CH2:4][N:5]1[C:9]2=[N:10][CH:11]=[CH:12][C:13]([CH2:14][CH2:15][C:16]3[CH:21]=[CH:20][C:19]([O:22][C:23](=[O:28])[C:24]([CH3:27])([CH3:26])[CH3:25])=[CH:18][CH:17]=3)=[C:8]2[C:7]([O:29][C@@H:30]2[O:56][C@H:55]([CH2:57][O:58][C:59](=[O:64])[C:60]([CH3:63])([CH3:62])[CH3:61])[C@@H:47]([O:48][C:49](=[O:54])[C:50]([CH3:53])([CH3:52])[CH3:51])[C@H:39]([O:40][C:41](=[O:46])[C:42]([CH3:45])([CH3:44])[CH3:43])[C@H:31]2[O:32][C:33](=[O:38])[C:34]([CH3:37])([CH3:36])[CH3:35])=[N:6]1.C(N(CC)CC)C.[CH3:72][S:73](Cl)(=[O:75])=[O:74].Cl.